From a dataset of Catalyst prediction with 721,799 reactions and 888 catalyst types from USPTO. Predict which catalyst facilitates the given reaction. (1) Reactant: [C:1]([C:4]1[C:34](=[O:35])[C@@:8]2([CH3:36])[C:9]3[C:15]([OH:16])=[CH:14][C:13]([O:17][CH3:18])=[C:12]([C:19]([NH:21][CH2:22][C:23]4[C:32]5[C:27](=[CH:28][CH:29]=[CH:30][CH:31]=5)[CH:26]=[CH:25][C:24]=4[CH3:33])=[O:20])[C:10]=3[O:11][C:7]2=[CH:6][C:5]=1[OH:37])(=O)[CH3:2].Cl.[NH2:39][O:40][CH2:41][C:42]([O:44][CH3:45])=[O:43].C(=O)(O)[O-].[Na+]. Product: [OH:37][C:5]1[CH:6]=[C:7]2[O:11][C:10]3[C:12]([C:19]([NH:21][CH2:22][C:23]4[C:32]5[C:27](=[CH:28][CH:29]=[CH:30][CH:31]=5)[CH:26]=[CH:25][C:24]=4[CH3:33])=[O:20])=[C:13]([O:17][CH3:18])[CH:14]=[C:15]([OH:16])[C:9]=3[C@:8]2([CH3:36])[C:34](=[O:35])[C:4]=1/[C:1](=[N:39]/[O:40][CH2:41][C:42]([O:44][CH3:45])=[O:43])/[CH3:2]. The catalyst class is: 83. (2) Reactant: [CH3:1][O:2][C:3](=[O:21])[CH2:4][C:5]1[N:6]=[C:7]([C:10]2[CH:15]=[C:14]([C:16]([F:19])([F:18])[F:17])[CH:13]=[C:12](Br)[CH:11]=2)[S:8][CH:9]=1.C=CC1C=CC=CC=1.[B-](F)(F)(F)F.CC([PH+](C(C)(C)C)C(C)(C)C)(C)C.[O:48]1CCOC[CH2:49]1. Product: [CH3:1][O:2][C:3](=[O:21])[CH2:4][C:5]1[N:6]=[C:7]([C:10]2[CH:15]=[C:14]([C:16]([F:19])([F:18])[F:17])[CH:13]=[C:12]([CH:49]=[O:48])[CH:11]=2)[S:8][CH:9]=1. The catalyst class is: 110.